The task is: Predict the reactants needed to synthesize the given product.. This data is from Full USPTO retrosynthesis dataset with 1.9M reactions from patents (1976-2016). (1) Given the product [Cl:18][C:8]1[CH:9]=[C:10]([C:14]([F:17])([F:16])[F:15])[CH:11]=[C:12]([Cl:13])[C:7]=1[N:6]1[C:2]([NH:32][CH2:31][CH2:30][O:29][CH3:28])=[C:3]([S:21]([C:24]([F:27])([F:26])[F:25])(=[O:23])=[O:22])[C:4]([C:19]#[N:20])=[N:5]1, predict the reactants needed to synthesize it. The reactants are: Br[C:2]1[N:6]([C:7]2[C:12]([Cl:13])=[CH:11][C:10]([C:14]([F:17])([F:16])[F:15])=[CH:9][C:8]=2[Cl:18])[N:5]=[C:4]([C:19]#[N:20])[C:3]=1[S:21]([C:24]([F:27])([F:26])[F:25])(=[O:23])=[O:22].[CH3:28][O:29][CH2:30][CH2:31][NH2:32].C(=O)([O-])[O-].[K+].[K+].O. (2) Given the product [CH3:1][O:2][C:3]1[CH:23]=[C:22]([O:24][CH3:25])[C:6]2[C:7]3[N:12]([CH:13]([CH3:15])[CH2:14][C:5]=2[CH:4]=1)[CH:11]=[C:10]([C:16]([O:18][CH2:19][CH3:20])=[O:17])[C:9](=[O:21])[CH:8]=3, predict the reactants needed to synthesize it. The reactants are: [CH3:1][O:2][C:3]1[CH:23]=[C:22]([O:24][CH3:25])[C:6]2[CH:7]3[N:12]([CH:13]([CH3:15])[CH2:14][C:5]=2[CH:4]=1)[CH:11]=[C:10]([C:16]([O:18][CH2:19][CH3:20])=[O:17])[C:9](=[O:21])[CH2:8]3.C1(Cl)C(=O)C(Cl)=C(Cl)C(=O)C=1Cl.